The task is: Predict the reactants needed to synthesize the given product.. This data is from Full USPTO retrosynthesis dataset with 1.9M reactions from patents (1976-2016). (1) Given the product [F:1][C:2]1[CH:7]=[CH:6][CH:5]=[CH:4][C:3]=1[C@H:8]1[C@@H:9]([CH2:15][OH:16])[N:10]([CH3:14])[C:11](=[O:13])[CH2:12]1, predict the reactants needed to synthesize it. The reactants are: [F:1][C:2]1[CH:7]=[CH:6][CH:5]=[CH:4][C:3]=1[C@@H:8]1[CH2:12][C:11](=[O:13])[N:10]([CH3:14])[C@@H:9]1[C:15](N1[C@@H](CC2C=CC=CC=2)COC1=O)=[O:16].[H-].[H-].[H-].[H-].[Li+].[Al+3].[NH4+].[Cl-]. (2) Given the product [CH3:28][O:27][C:25]1[CH:26]=[C:21]([S:5][Si:4]([CH:1]([CH3:3])[CH3:2])([CH:6]([CH3:8])[CH3:7])[CH:9]([CH3:11])[CH3:10])[CH:22]=[C:23]([O:29][CH3:30])[CH:24]=1, predict the reactants needed to synthesize it. The reactants are: [CH:1]([Si:4]([CH:9]([CH3:11])[CH3:10])([CH:6]([CH3:8])[CH3:7])[SH:5])([CH3:3])[CH3:2].O1CCOCC1.[H-].[Li+].Br[C:21]1[CH:26]=[C:25]([O:27][CH3:28])[CH:24]=[C:23]([O:29][CH3:30])[CH:22]=1. (3) Given the product [C:14]1([CH3:17])[CH:15]=[CH:16][C:11]([C:9]2[CH:10]=[C:4]3[CH:3]=[C:2]([C:24]4[CH:25]=[C:20]([CH:21]=[CH:22][CH:23]=4)[CH:18]=[O:19])[CH:7]=[CH:6][N:5]3[N:8]=2)=[CH:12][CH:13]=1, predict the reactants needed to synthesize it. The reactants are: Br[C:2]1[CH:7]=[CH:6][N:5]2[N:8]=[C:9]([C:11]3[CH:16]=[CH:15][C:14]([CH3:17])=[CH:13][CH:12]=3)[CH:10]=[C:4]2[CH:3]=1.[CH:18]([C:20]1[CH:21]=[C:22](B(O)O)[CH:23]=[CH:24][CH:25]=1)=[O:19].C(=O)([O-])[O-].[Cs+].[Cs+].O1CCCC1. (4) Given the product [C:24]1([C:27]2[CH:28]=[CH:29][CH:30]=[CH:31][CH:32]=2)[CH:25]=[CH:26][C:21]([S:18]([N:17]2[CH2:16][CH2:15][S:14][CH:13]2[C:11]([NH:10][CH:3]([C:2]#[N:1])[C:4]2[CH:9]=[CH:8][CH:7]=[CH:6][CH:5]=2)=[O:12])(=[O:19])=[O:20])=[CH:22][CH:23]=1, predict the reactants needed to synthesize it. The reactants are: [NH2:1][C:2](=O)[CH:3]([NH:10][C:11]([CH:13]1[N:17]([S:18]([C:21]2[CH:26]=[CH:25][C:24]([C:27]3[CH:32]=[CH:31][CH:30]=[CH:29][CH:28]=3)=[CH:23][CH:22]=2)(=[O:20])=[O:19])[CH2:16][CH2:15][S:14]1)=[O:12])[C:4]1[CH:9]=[CH:8][CH:7]=[CH:6][CH:5]=1.N1C(Cl)=NC(Cl)=NC=1Cl.O. (5) Given the product [Br:16][C:17]1[CH:22]=[C:8]([OH:10])[CH:7]=[C:19]([CH:20]2[CH2:21][CH2:23]2)[CH:18]=1, predict the reactants needed to synthesize it. The reactants are: [Zn](CC)CC.F[C:7](F)(F)[C:8]([OH:10])=O.C(I)I.[Br:16][C:17]1[CH:22]=[C:21]([CH:23]=C)[CH:20]=[C:19](OCOC)[CH:18]=1. (6) Given the product [CH3:28][C@@H:29]1[CH2:33][CH2:32][CH2:31][N:30]1[C@@H:6]1[CH2:10][CH2:9][N:8]([C:11]2[S:12][C:13]3[CH:19]=[C:18]([C:20]4[CH:21]=[CH:22][C:23]([C:26]#[N:27])=[CH:24][CH:25]=4)[CH:17]=[CH:16][C:14]=3[N:15]=2)[CH2:7]1, predict the reactants needed to synthesize it. The reactants are: CS(O[C@H:6]1[CH2:10][CH2:9][N:8]([C:11]2[S:12][C:13]3[CH:19]=[C:18]([C:20]4[CH:25]=[CH:24][C:23]([C:26]#[N:27])=[CH:22][CH:21]=4)[CH:17]=[CH:16][C:14]=3[N:15]=2)[CH2:7]1)(=O)=O.[CH3:28][C@@H:29]1[CH2:33][CH2:32][CH2:31][NH:30]1.C(N(CC)C(C)C)(C)C. (7) Given the product [C:6]([C:5]1[CH:16]([C:13]2[CH:14]=[CH:15][C:10]([CH3:18])=[CH:11][CH:12]=2)[C:31]([C:32]([O:34][CH3:35])=[O:33])=[C:30]([CH3:36])[NH:29][C:4]=1[CH2:3][CH:2]([CH3:9])[CH3:1])#[N:7], predict the reactants needed to synthesize it. The reactants are: [CH3:1][CH:2]([CH3:9])[CH2:3][C:4](=O)[CH2:5][C:6]#[N:7].[C:10]1([CH3:18])[CH:15]=[CH:14][C:13]([CH:16]=O)=[CH:12][CH:11]=1.N1CCCCC1.C(O)(=O)C.[NH2:29]/[C:30](/[CH3:36])=[CH:31]\[C:32]([O:34][CH3:35])=[O:33].